This data is from Full USPTO retrosynthesis dataset with 1.9M reactions from patents (1976-2016). The task is: Predict the reactants needed to synthesize the given product. (1) The reactants are: Br[CH2:2][CH2:3][CH2:4][CH2:5][CH2:6][CH3:7].Cl.[CH3:9][N:10]1[C:19]2[NH:18][C:17]3[CH:20]=[C:21]([CH3:24])[CH:22]=[CH:23][C:16]=3[N:15]([C:25]([C:27]3[CH:43]=[CH:42][C:30]([CH2:31][NH:32][C:33](=[O:41])[CH2:34][CH:35]4[CH2:40][CH2:39][NH:38][CH2:37][CH2:36]4)=[C:29]([F:44])[CH:28]=3)=[O:26])[CH2:14][C:13]=2[CH:12]=[N:11]1. Given the product [CH3:9][N:10]1[C:19]2[NH:18][C:17]3[CH:20]=[C:21]([CH3:24])[CH:22]=[CH:23][C:16]=3[N:15]([C:25]([C:27]3[CH:43]=[CH:42][C:30]([CH2:31][NH:32][C:33](=[O:41])[CH2:34][CH:35]4[CH2:40][CH2:39][N:38]([CH2:2][CH2:3][CH2:4][CH2:5][CH2:6][CH3:7])[CH2:37][CH2:36]4)=[C:29]([F:44])[CH:28]=3)=[O:26])[CH2:14][C:13]=2[CH:12]=[N:11]1, predict the reactants needed to synthesize it. (2) Given the product [F:1][C:2]1[CH:3]=[C:4]([C:10]2[N:11]=[C:12]([S:33]([CH3:36])(=[O:35])=[O:34])[C:13]3[CH:18]=[CH:17][N:16]([C:19]4[CH:20]=[CH:21][C:22]([CH2:25][C:26]([OH:28])=[O:27])=[CH:23][CH:24]=4)[C:14]=3[N:15]=2)[CH:5]=[CH:6][C:7]=1[O:8][CH3:9], predict the reactants needed to synthesize it. The reactants are: [F:1][C:2]1[CH:3]=[C:4]([C:10]2[N:11]=[C:12]([S:33]([CH3:36])(=[O:35])=[O:34])[C:13]3[CH:18]=[CH:17][N:16]([C:19]4[CH:24]=[CH:23][C:22]([CH2:25][C:26]([O:28]C(C)(C)C)=[O:27])=[CH:21][CH:20]=4)[C:14]=3[N:15]=2)[CH:5]=[CH:6][C:7]=1[O:8][CH3:9].FC(F)(F)C(O)=O. (3) Given the product [N:31]1[CH:32]=[CH:33][CH:34]=[CH:29][C:30]=1[C:2]1[S:6][C:5]([C:7]2[CH:12]=[CH:11][N:10]=[C:9]([NH:13][CH:14]3[CH2:19][C:18]([CH3:21])([CH3:20])[NH:17][C:16]([CH3:23])([CH3:22])[CH2:15]3)[N:8]=2)=[CH:4][CH:3]=1, predict the reactants needed to synthesize it. The reactants are: Br[C:2]1[S:6][C:5]([C:7]2[CH:12]=[CH:11][N:10]=[C:9]([NH:13][CH:14]3[CH2:19][C:18]([CH3:21])([CH3:20])[NH:17][C:16]([CH3:23])([CH3:22])[CH2:15]3)[N:8]=2)=[CH:4][CH:3]=1.C([Sn](CCCC)(CCCC)[C:29]1[CH:30]=[N:31][CH:32]=[CH:33][CH:34]=1)CCC.